This data is from Forward reaction prediction with 1.9M reactions from USPTO patents (1976-2016). The task is: Predict the product of the given reaction. (1) Given the reactants [CH2:1]([O:3][C:4](=[O:19])[CH2:5][CH2:6][C:7]([C:10]1[CH:15]=[CH:14][C:13]([Cl:16])=[C:12]([O:17][CH3:18])[CH:11]=1)([CH3:9])[CH3:8])[CH3:2].C1(S(N2C(C3C=CC=CC=3)O2)(=O)=[O:27])C=CC=CC=1.[Cl-].[NH4+], predict the reaction product. The product is: [CH2:1]([O:3][C:4](=[O:19])[CH:5]([OH:27])[CH2:6][C:7]([C:10]1[CH:15]=[CH:14][C:13]([Cl:16])=[C:12]([O:17][CH3:18])[CH:11]=1)([CH3:8])[CH3:9])[CH3:2]. (2) Given the reactants [NH2:1][C:2]1[CH:6]=[C:5]([C:7]2[CH:8]=[C:9]([CH3:13])[CH:10]=[CH:11][CH:12]=2)[NH:4][C:3]=1[C:14]([O:16]CC)=O.[O-:19][C:20]#[N:21].[K+].[OH-].[Na+].Cl, predict the reaction product. The product is: [C:9]1([CH3:13])[CH:10]=[CH:11][CH:12]=[C:7]([C:5]2[NH:4][C:3]3[C:14]([OH:16])=[N:21][C:20]([OH:19])=[N:1][C:2]=3[CH:6]=2)[CH:8]=1. (3) Given the reactants [H-].[Na+].[CH3:3][CH:4]([CH3:7])[CH2:5][OH:6].[C:8]([O:12][C:13]([N:15]1[CH2:20][CH2:19][N:18]([C:21]2[CH:22]=[N:23][C:24]([NH:27][C:28]3[N:29]=[CH:30][C:31]4[CH:37]=[C:36](F)[C:35](=[O:39])[N:34]([CH:40]5[CH2:44][CH2:43][CH2:42][CH2:41]5)[C:32]=4[N:33]=3)=[CH:25][CH:26]=2)[CH2:17][CH2:16]1)=[O:14])([CH3:11])([CH3:10])[CH3:9], predict the reaction product. The product is: [C:8]([O:12][C:13]([N:15]1[CH2:16][CH2:17][N:18]([C:21]2[CH:22]=[N:23][C:24]([NH:27][C:28]3[N:29]=[CH:30][C:31]4[CH:37]=[C:36]([O:6][CH2:5][CH:4]([CH3:7])[CH3:3])[C:35](=[O:39])[N:34]([CH:40]5[CH2:41][CH2:42][CH2:43][CH2:44]5)[C:32]=4[N:33]=3)=[CH:25][CH:26]=2)[CH2:19][CH2:20]1)=[O:14])([CH3:11])([CH3:9])[CH3:10]. (4) Given the reactants [CH3:1][C:2]1[CH:7]=[CH:6][C:5]([OH:8])=[CH:4][CH:3]=1.[CH3:9][C:10]1[CH:11]=[C:12]([OH:16])[CH:13]=[CH:14][CH:15]=1.Br[CH2:18][CH2:19]Br.Cl[CH2:22][CH2:23]Cl, predict the reaction product. The product is: [CH3:9][C:10]1[CH:11]=[C:12]([CH:13]=[CH:14][CH:15]=1)[O:16][CH2:18][CH2:19][O:8][C:5]1[CH:6]=[CH:7][C:2]([CH3:1])=[CH:3][CH:4]=1.[CH3:1][C:2]1[CH:7]=[CH:6][C:5]([O:8][CH2:22][CH2:23][O:16][C:12]2[CH:11]=[CH:10][C:15]([CH3:18])=[CH:14][CH:13]=2)=[CH:4][CH:3]=1. (5) Given the reactants [I-:1].[K+].F[B-](F)(F)F.[Cl:8][C:9]1[CH:10]=[C:11]([N+]#N)[CH:12]=[N:13][C:14]=1[O:15][CH:16]([C:21]([F:24])([F:23])[F:22])[C:17]([F:20])([F:19])[F:18], predict the reaction product. The product is: [Cl:8][C:9]1[C:14]([O:15][CH:16]([C:21]([F:24])([F:23])[F:22])[C:17]([F:20])([F:19])[F:18])=[N:13][CH:12]=[C:11]([I:1])[CH:10]=1.